Regression/Classification. Given a drug SMILES string, predict its absorption, distribution, metabolism, or excretion properties. Task type varies by dataset: regression for continuous measurements (e.g., permeability, clearance, half-life) or binary classification for categorical outcomes (e.g., BBB penetration, CYP inhibition). Dataset: cyp2c9_veith. From a dataset of CYP2C9 inhibition data for predicting drug metabolism from PubChem BioAssay. (1) The molecule is Nc1ccccc1N=Nc1c(S(=O)(=O)O)cc2cc(S(=O)(=O)O)cc(O)c2c1O. The result is 0 (non-inhibitor). (2) The molecule is O=C(Nc1ccc2c(c1)OCCO2)c1cc2sccc2n1Cc1ccccc1. The result is 1 (inhibitor). (3) The compound is Cc1cc2cc3c(cc2nc1SCC(=O)Nc1c(C)cccc1C)CCC3. The result is 1 (inhibitor). (4) The compound is C[C@H](O)CO[C@@H]1[C@@H](O)[C@@H]2O[C@H]3O[C@H](CO)[C@@H](O[C@H]4O[C@H](CO)[C@@H](O[C@H]5O[C@H](CO)[C@@H](O[C@H]6O[C@H](CO)[C@@H](O[C@H]7O[C@H](CO)[C@@H](O[C@H]8O[C@H](CO)[C@@H](O[C@H]1O[C@@H]2CO)[C@H](O)[C@H]8OC[C@H](C)O)[C@H](O)[C@H]7O)[C@H](O)[C@H]6OC[C@H](C)O)[C@H](O)[C@H]5O)[C@H](O)[C@H]4O)[C@H](O)[C@H]3O. The result is 0 (non-inhibitor). (5) The molecule is CC(=O)NC1CC2CCCC(C1)N2C(=O)Nc1ccccc1. The result is 0 (non-inhibitor). (6) The molecule is CCOC(=O)c1sc2c(c1C)c(=O)c(C(=O)OCC)cn2CC. The result is 0 (non-inhibitor). (7) The drug is C[C@@H]1CCc2cc(F)cc3c(=O)c(C(=O)O)cn1c23. The result is 0 (non-inhibitor). (8) The molecule is Cc1ccc(NC(=O)C2(NC(=O)c3cccc(N4C(=O)CSC4c4ccccc4)c3)CCCCC2)cc1. The result is 1 (inhibitor). (9) The molecule is Cc1ccc(OCC(=O)N2CCN(c3ccc([N+](=O)[O-])c(N4CCOCC4)c3)CC2)cc1. The result is 1 (inhibitor). (10) The compound is CCOc1ccccc1NC(=O)C(=O)NCC1CCCN1CC. The result is 0 (non-inhibitor).